Dataset: Experimental lipophilicity measurements (octanol/water distribution) for 4,200 compounds from AstraZeneca. Task: Regression/Classification. Given a drug SMILES string, predict its absorption, distribution, metabolism, or excretion properties. Task type varies by dataset: regression for continuous measurements (e.g., permeability, clearance, half-life) or binary classification for categorical outcomes (e.g., BBB penetration, CYP inhibition). For this dataset (lipophilicity_astrazeneca), we predict Y. (1) The compound is COc1ccc2c(Oc3ccc(CC(=O)Nc4cn(C)nc4C)c(OC)c3)ccnc2c1. The Y is 3.50 logD. (2) The molecule is O=S(=O)(c1ccccc1)N(CC(F)(F)F)c1ccc(C(O)(C(F)(F)F)C(F)(F)F)cc1. The Y is 4.50 logD. (3) The Y is 1.90 logD. The molecule is Cc1ccc(S(=O)(=O)Nc2c(C(=O)NCc3ccccc3)cnn2-c2ccccc2)cc1. (4) The drug is CS(=O)(=O)c1ccc2c(c1)N(CCN1CCC(NCc3ccc4c(n3)NC(=O)CO4)CC1)C(=O)CO2. The Y is -0.510 logD. (5) The molecule is CCN(CC)S(=O)(=O)c1ccc(NC(=O)[C@@](C)(O)C(F)(F)F)c(Cl)c1. The Y is 3.66 logD. (6) The compound is Cc1ncc(-c2ccnc(Nc3ccc(S(=O)(=O)CC4CCCO4)cc3)n2)n1C(C)C. The Y is 2.82 logD.